This data is from Catalyst prediction with 721,799 reactions and 888 catalyst types from USPTO. The task is: Predict which catalyst facilitates the given reaction. (1) Reactant: [OH:1][CH2:2][C@H:3]1[CH2:8][CH2:7][C@H:6]([NH:9][C:10](=[O:16])[O:11][C:12]([CH3:15])([CH3:14])[CH3:13])[CH2:5][CH2:4]1.N1C=CC=CC=1.[S:23](O[S:23]([C:26]([F:29])([F:28])[F:27])(=[O:25])=[O:24])([C:26]([F:29])([F:28])[F:27])(=[O:25])=[O:24]. Product: [C:12]([O:11][C:10]([NH:9][C@H:6]1[CH2:5][CH2:4][C@H:3]([CH2:2][O:1][S:23]([C:26]([F:29])([F:28])[F:27])(=[O:25])=[O:24])[CH2:8][CH2:7]1)=[O:16])([CH3:13])([CH3:15])[CH3:14]. The catalyst class is: 2. (2) Reactant: [CH2:1]([O:3][CH:4]=[C:5]([C:9](=O)[C:10]([F:16])([F:15])[C:11]([F:14])([F:13])[F:12])[C:6]([O-])=O)[CH3:2].[OH2:18].[NH2:19][NH2:20]. Product: [F:15][C:10]([F:16])([C:9]1[C:5]([C:4]([O:3][CH2:1][CH3:2])=[O:18])=[CH:6][NH:20][N:19]=1)[C:11]([F:14])([F:13])[F:12]. The catalyst class is: 282. (3) Reactant: [F:1][C:2]1[CH:23]=[CH:22][C:5]([CH2:6][N:7]2[CH2:21][CH2:20][N:10]3[C:11]4[N:19]=[CH:18][CH:17]=[CH:16][C:12]=4[NH:13][CH2:14][CH2:15][CH:9]3[CH2:8]2)=[CH:4][CH:3]=1.[CH:24]1([C:28](Cl)=[O:29])[CH2:27][CH2:26][CH2:25]1. Product: [CH:24]1([C:28]([N:13]2[CH2:14][CH2:15][CH:9]3[CH2:8][N:7]([CH2:6][C:5]4[CH:22]=[CH:23][C:2]([F:1])=[CH:3][CH:4]=4)[CH2:21][CH2:20][N:10]3[C:11]3[N:19]=[CH:18][CH:17]=[CH:16][C:12]2=3)=[O:29])[CH2:27][CH2:26][CH2:25]1. The catalyst class is: 4. (4) Reactant: [CH2:1]([O:8][CH2:9][C:10]1[N:11]([C:16]2[CH:21]=[CH:20][CH:19]=[CH:18][C:17]=2[F:22])[C:12](=[O:15])[NH:13][N:14]=1)[C:2]1[CH:7]=[CH:6][CH:5]=[CH:4][CH:3]=1.[F:23][C:24]([F:33])([F:32])[C:25]1[CH:30]=[CH:29][C:28](I)=[CH:27][CH:26]=1.C(=O)([O-])[O-].[K+].[K+].C(=O)(O)[O-].[Na+]. Product: [CH2:1]([O:8][CH2:9][C:10]1[N:11]([C:16]2[CH:21]=[CH:20][CH:19]=[CH:18][C:17]=2[F:22])[C:12](=[O:15])[N:13]([C:28]2[CH:29]=[CH:30][C:25]([C:24]([F:33])([F:32])[F:23])=[CH:26][CH:27]=2)[N:14]=1)[C:2]1[CH:7]=[CH:6][CH:5]=[CH:4][CH:3]=1. The catalyst class is: 185. (5) Reactant: [C:1]([C:4]1[CH:13]=[CH:12][C:11]([O:14][CH2:15][C:16]2[CH:21]=[CH:20][C:19]([O:22][CH3:23])=[CH:18][CH:17]=2)=[C:10]2[C:5]=1[CH:6]=[CH:7][C:8](=[O:24])[NH:9]2)(=[O:3])[CH3:2].[Se](=O)=[O:26].[OH2:28]. Product: [OH:28][CH:2]([OH:26])[C:1]([C:4]1[CH:13]=[CH:12][C:11]([O:14][CH2:15][C:16]2[CH:17]=[CH:18][C:19]([O:22][CH3:23])=[CH:20][CH:21]=2)=[C:10]2[C:5]=1[CH:6]=[CH:7][C:8](=[O:24])[NH:9]2)=[O:3]. The catalyst class is: 12. (6) Reactant: Cl[C:2]1[N:3]=[CH:4][C:5]2[CH2:11][N:10]([C:12]([C:14]3[CH:15]=[N:16][CH:17]=[CH:18][CH:19]=3)=[O:13])[CH2:9][CH2:8][C:6]=2[N:7]=1.[CH3:20][O:21][C:22]1[CH:23]=[C:24]([CH:26]=[CH:27][C:28]=1[O:29][CH3:30])[NH2:25].CCOC(C)=O. Product: [CH3:20][O:21][C:22]1[CH:23]=[C:24]([NH:25][C:2]2[N:3]=[CH:4][C:5]3[CH2:11][N:10]([C:12]([C:14]4[CH:15]=[N:16][CH:17]=[CH:18][CH:19]=4)=[O:13])[CH2:9][CH2:8][C:6]=3[N:7]=2)[CH:26]=[CH:27][C:28]=1[O:29][CH3:30]. The catalyst class is: 32.